Task: Predict the reactants needed to synthesize the given product.. Dataset: Full USPTO retrosynthesis dataset with 1.9M reactions from patents (1976-2016) (1) Given the product [CH2:1]([O:8][C:9]1[CH:18]=[CH:17][CH:16]=[C:15]2[C:10]=1[CH2:11][CH2:12][CH2:13][CH:14]2[C:19]([NH:29][C:28]1[CH:30]=[CH:31][C:25]([CH:22]([CH3:24])[CH3:23])=[CH:26][CH:27]=1)=[O:20])[C:2]1[CH:3]=[CH:4][CH:5]=[CH:6][CH:7]=1, predict the reactants needed to synthesize it. The reactants are: [CH2:1]([O:8][C:9]1[CH:18]=[CH:17][CH:16]=[C:15]2[C:10]=1[CH2:11][CH2:12][CH2:13][CH:14]2[C:19](O)=[O:20])[C:2]1[CH:7]=[CH:6][CH:5]=[CH:4][CH:3]=1.[CH:22]([C:25]1[CH:31]=[CH:30][C:28]([NH2:29])=[CH:27][CH:26]=1)([CH3:24])[CH3:23]. (2) Given the product [CH:3]1[C:4]2[C:8]3[CH:9]=[CH:10][CH:11]=[CH:12][C:7]=3[O:6][C:5]=2[CH:13]=[CH:14][C:2]=1[NH:15][C:16]1[CH:21]=[CH:20][CH:19]=[CH:18][CH:17]=1, predict the reactants needed to synthesize it. The reactants are: I[C:2]1[CH:14]=[CH:13][C:5]2[O:6][C:7]3[CH:12]=[CH:11][CH:10]=[CH:9][C:8]=3[C:4]=2[CH:3]=1.[NH2:15][C:16]1[CH:21]=[CH:20][CH:19]=[CH:18][CH:17]=1. (3) Given the product [CH:14]1[C:15]2[C:10](=[CH:9][C:8]3[C:3]([C:2]=2[C:18]2[CH:17]=[C:16]([C:22]4[N:23]=[C:24]([C:2]5[CH:3]=[CH:8][CH:9]=[CH:10][CH:15]=5)[N:25]=[C:26]([C:28]5[CH:29]=[CH:30][CH:31]=[CH:32][CH:33]=5)[N:27]=4)[CH:21]=[C:20]([C:2]4[C:15]5[C:10]([CH:9]=[C:8]6[C:3]=4[CH:4]=[CH:5][CH:6]=[CH:7]6)=[CH:11][CH:12]=[CH:13][CH:14]=5)[CH:19]=2)=[CH:4][CH:5]=[CH:6][CH:7]=3)[CH:11]=[CH:12][CH:13]=1, predict the reactants needed to synthesize it. The reactants are: Br[C:2]1[C:3]2[C:8]([CH:9]=[C:10]3[C:15]=1[CH:14]=[CH:13][CH:12]=[CH:11]3)=[CH:7][CH:6]=[CH:5][CH:4]=2.[C:16]1([C:22]2[N:27]=[C:26]([C:28]3[CH:33]=[CH:32][CH:31]=[CH:30][CH:29]=3)[N:25]=[CH:24][N:23]=2)[CH:21]=[CH:20][CH:19]=[CH:18][CH:17]=1.[OH-].[Na+]. (4) Given the product [Br:1][C:2]1[CH:9]=[CH:8][C:5]([C:6]#[N:7])=[C:4]([O:14][CH3:13])[CH:3]=1, predict the reactants needed to synthesize it. The reactants are: [Br:1][C:2]1[CH:9]=[CH:8][C:5]([C:6]#[N:7])=[C:4](F)[CH:3]=1.CO.[C:13](=O)([O-])[O-:14].[K+].[K+].C(Cl)Cl. (5) Given the product [CH2:8]([NH:15][C:16](=[O:23])[C@H:17]([OH:22])[CH:18]([NH:21][C:39](=[O:40])[CH2:38][CH2:37][S:34]([CH2:33][C:28]1[CH:29]=[CH:30][CH:31]=[CH:32][C:27]=1[O:26][CH:25]([F:24])[F:42])(=[O:35])=[O:36])[CH2:19][CH3:20])[C:9]1[CH:14]=[CH:13][CH:12]=[CH:11][CH:10]=1, predict the reactants needed to synthesize it. The reactants are: OC(C(F)(F)F)=O.[CH2:8]([NH:15][C:16](=[O:23])[C@H:17]([OH:22])[CH:18]([NH2:21])[CH2:19][CH3:20])[C:9]1[CH:14]=[CH:13][CH:12]=[CH:11][CH:10]=1.[F:24][CH:25]([F:42])[O:26][C:27]1[CH:32]=[CH:31][CH:30]=[CH:29][C:28]=1[CH2:33][S:34]([CH2:37][CH2:38][C:39](O)=[O:40])(=[O:36])=[O:35].C1C=CC2N(O)N=NC=2C=1.C(Cl)CCl.CN1CCOCC1. (6) The reactants are: Br[C:2]1[CH:3]=[C:4]2[C:8](=[CH:9][CH:10]=1)[N:7]([C:11]([O:13][C:14]([CH3:17])([CH3:16])[CH3:15])=[O:12])[CH:6]=[CH:5]2.[Si](OC1C=CC(N)=CC=1)(C(C)(C)C)(C)C.[CH3:33][C:34]1[CH:40]=[CH:39][C:37]([NH2:38])=[CH:36][CH:35]=1. Given the product [CH3:33][C:34]1[CH:40]=[CH:39][C:37]([NH:38][C:2]2[CH:3]=[C:4]3[C:8](=[CH:9][CH:10]=2)[N:7]([C:11]([O:13][C:14]([CH3:17])([CH3:16])[CH3:15])=[O:12])[CH:6]=[CH:5]3)=[CH:36][CH:35]=1, predict the reactants needed to synthesize it.